From a dataset of Forward reaction prediction with 1.9M reactions from USPTO patents (1976-2016). Predict the product of the given reaction. (1) The product is: [CH2:11]([O:10][P:8]([CH2:13][O:14][C:15]1[CH:20]=[CH:19][C:18]([CH:21]=[CH2:22])=[CH:17][C:16]=1[NH2:23])([O:7][CH2:5][CH3:6])=[O:9])[CH3:12]. Given the reactants Cl[Sn]Cl.Cl.[CH2:5]([O:7][P:8]([CH2:13][O:14][C:15]1[CH:20]=[CH:19][C:18]([CH:21]=[CH2:22])=[CH:17][C:16]=1[N+:23]([O-])=O)([O:10][CH2:11][CH3:12])=[O:9])[CH3:6], predict the reaction product. (2) The product is: [CH2:23]([C:7]1[CH:8]=[N:9][C:10]2[C:15]([CH:16]=1)=[CH:14][CH:13]=[CH:12][C:11]=2[C:17]([O:19][CH3:20])=[O:18])[CH2:24][CH2:25][CH2:26][CH2:27][CH3:28]. Given the reactants FC(F)(F)S(O[C:7]1[CH:8]=[N:9][C:10]2[C:15]([CH:16]=1)=[CH:14][CH:13]=[CH:12][C:11]=2[C:17]([O:19][CH3:20])=[O:18])(=O)=O.[CH2:23](B(O)O)[CH2:24][CH2:25][CH2:26][CH2:27][CH3:28].C([O-])([O-])=O.[Cs+].[Cs+], predict the reaction product. (3) Given the reactants [Cl:1][CH2:2][CH2:3][CH2:4][CH2:5][N:6]1[CH:11]=[C:10]([C:12]2[S:13][CH:14]=[CH:15][CH:16]=2)[C:9](=[O:17])[NH:8][C:7]1=[O:18].Cl.[Cl:20][C:21]1[CH:22]=[C:23]2[C:31](=[CH:32][CH:33]=1)[C:26]1([CH2:30][CH2:29][NH:28][CH2:27]1)[CH2:25][CH2:24]2.C(=O)([O-])[O-].[K+].[K+].[I-].[Na+], predict the reaction product. The product is: [ClH:1].[Cl:20][C:21]1[CH:22]=[C:23]2[C:31](=[CH:32][CH:33]=1)[C:26]1([CH2:30][CH2:29][N:28]([CH2:2][CH2:3][CH2:4][CH2:5][N:6]3[CH:11]=[C:10]([C:12]4[S:13][CH:14]=[CH:15][CH:16]=4)[C:9](=[O:17])[NH:8][C:7]3=[O:18])[CH2:27]1)[CH2:25][CH2:24]2. (4) Given the reactants [F:1][CH:2]([F:31])[C:3]1[C:8]([C:9]([O:11][CH3:12])=[O:10])=[C:7]([NH:13][CH:14]([CH3:16])[CH3:15])[C:6]([C:17]([O:19]CC2C=CC=CC=2)=[O:18])=[C:5]([C:27]([F:30])([F:29])[F:28])[N:4]=1.C1COCC1, predict the reaction product. The product is: [F:31][CH:2]([F:1])[C:3]1[C:8]([C:9]([O:11][CH3:12])=[O:10])=[C:7]([NH:13][CH:14]([CH3:16])[CH3:15])[C:6]([C:17]([OH:19])=[O:18])=[C:5]([C:27]([F:30])([F:28])[F:29])[N:4]=1. (5) Given the reactants [CH2:1]([OH:4])[CH:2]=[CH2:3].Br[CH2:6][N:7]1[C:15](=[O:16])[C:14]2[C:9](=[CH:10][CH:11]=[CH:12][CH:13]=2)[C:8]1=[O:17].C(=O)(O)[O-].[Na+], predict the reaction product. The product is: [CH2:1]([O:4][CH2:6][N:7]1[C:15](=[O:16])[C:14]2[C:9](=[CH:10][CH:11]=[CH:12][CH:13]=2)[C:8]1=[O:17])[CH:2]=[CH2:3]. (6) Given the reactants [NH:1]1[C:9]2[C:4](=[CH:5][C:6]([C:10]([O:12][CH3:13])=[O:11])=[CH:7][CH:8]=2)[CH:3]=[CH:2]1.[F:14][C:15]1[CH:20]=[CH:19][C:18](I)=[CH:17][CH:16]=1.CN[C@@H]1CCCC[C@H]1NC, predict the reaction product. The product is: [F:14][C:15]1[CH:20]=[CH:19][C:18]([N:1]2[C:9]3[C:4](=[CH:5][C:6]([C:10]([O:12][CH3:13])=[O:11])=[CH:7][CH:8]=3)[CH:3]=[CH:2]2)=[CH:17][CH:16]=1. (7) Given the reactants [NH2:1][C:2]1[C:3](Cl)=[N:4][CH:5]=[N:6][C:7]=1[Cl:8].[NH:10]1[C:18]2[C:13](=[CH:14][CH:15]=[CH:16][CH:17]=2)[CH2:12][CH2:11]1.Cl, predict the reaction product. The product is: [Cl:8][C:7]1[C:2]([NH2:1])=[C:3]([N:10]2[C:18]3[C:13](=[CH:14][CH:15]=[CH:16][CH:17]=3)[CH2:12][CH2:11]2)[N:4]=[CH:5][N:6]=1. (8) Given the reactants Cl[CH2:2][CH2:3][C:4]([C:6]1[C:11]([OH:12])=[CH:10][C:9]([OH:13])=[CH:8][C:7]=1[OH:14])=[O:5].[OH-].[Na+], predict the reaction product. The product is: [OH:14][C:7]1[CH:8]=[C:9]([OH:13])[CH:10]=[C:11]2[C:6]=1[C:4](=[O:5])[CH2:3][CH2:2][O:12]2.